Predict the reaction yield, written as a fraction of the theoretical maximum amount of product (1.0 means a 100% yield; for example, 0.34 means a 34% yield). From a dataset of Reaction yield outcomes from USPTO patents with 853,638 reactions. (1) The reactants are [C:1]([C:5]1[CH:6]=[C:7]([P:17](=O)([C:25]2[CH:30]=[C:29]([C:31]([CH3:34])([CH3:33])[CH3:32])[C:28]([O:35][CH3:36])=[C:27]([C:37]([CH3:40])([CH3:39])[CH3:38])[CH:26]=2)[C:18]2[CH:23]=[CH:22][CH:21]=[CH:20][C:19]=2[Br:24])[CH:8]=[C:9]([C:13]([CH3:16])([CH3:15])[CH3:14])[C:10]=1[O:11][CH3:12])([CH3:4])([CH3:3])[CH3:2].Cl[SiH](Cl)Cl.[OH-].[Na+]. The catalyst is C1(C)C=CC=CC=1. The product is [C:13]([C:9]1[CH:8]=[C:7]([P:17]([C:25]2[CH:30]=[C:29]([C:31]([CH3:34])([CH3:33])[CH3:32])[C:28]([O:35][CH3:36])=[C:27]([C:37]([CH3:40])([CH3:39])[CH3:38])[CH:26]=2)[C:18]2[CH:23]=[CH:22][CH:21]=[CH:20][C:19]=2[Br:24])[CH:6]=[C:5]([C:1]([CH3:4])([CH3:3])[CH3:2])[C:10]=1[O:11][CH3:12])([CH3:14])([CH3:15])[CH3:16]. The yield is 0.865. (2) The reactants are [Cl:1][C:2]1[CH:28]=[CH:27][CH:26]=[C:25]([Cl:29])[C:3]=1[C:4]([NH:6][C:7]1[C:12]([N+:13]([O-])=O)=[CH:11][N:10]=[C:9]([NH:16][C:17]2[CH:22]=[C:21]([CH3:23])[N:20]=[C:19]([CH3:24])[N:18]=2)[CH:8]=1)=[O:5]. The catalyst is C(O)C.[Pd]. The product is [NH2:13][C:12]1[C:7]([NH:6][C:4](=[O:5])[C:3]2[C:2]([Cl:1])=[CH:28][CH:27]=[CH:26][C:25]=2[Cl:29])=[CH:8][C:9]([NH:16][C:17]2[CH:22]=[C:21]([CH3:23])[N:20]=[C:19]([CH3:24])[N:18]=2)=[N:10][CH:11]=1. The yield is 0.180. (3) The reactants are [CH3:1][C:2]1[CH:11]=[CH:10][C:9]2[C:4](=[CH:5][CH:6]=[C:7]([CH3:12])[CH:8]=2)[N:3]=1.[NH4+].[NH4+].[O-]S(OOS([O-])(=O)=O)(=O)=O.[CH3:25][OH:26].S(=O)(=O)(O)O. The catalyst is O. The product is [CH3:1][C:2]1[CH:11]=[C:10]([CH2:25][OH:26])[C:9]2[C:4](=[CH:5][CH:6]=[C:7]([CH3:12])[CH:8]=2)[N:3]=1. The yield is 0.460. (4) The yield is 0.0800. The product is [CH:9]12[CH:8]=[CH:14][CH:13]([CH:12]3[CH:10]1[CH2:11]3)[CH:4]1[CH:3]2[C:2](=[O:7])[O:1][C:5]1=[O:6]. The reactants are [O:1]1[C:5](=[O:6])[CH:4]=[CH:3][C:2]1=[O:7].[CH:8]1[CH2:14][CH:13]=[CH:12][CH:11]=[CH:10][CH:9]=1. The catalyst is C1(C)C(C)=CC=CC=1. (5) The reactants are [F:1][C:2]1[CH:7]=[CH:6][C:5]([C:8]2[N:12]3[N:13]=[CH:14][C:15]([C:17]([F:20])([F:19])[F:18])=[N:16][C:11]3=[N:10][CH:9]=2)=[CH:4][C:3]=1[OH:21].C(N(CC)CC)C.C1C=CC(N([S:36]([C:39]([F:42])([F:41])[F:40])(=[O:38])=[O:37])[S:36]([C:39]([F:42])([F:41])[F:40])(=[O:38])=[O:37])=CC=1. The catalyst is ClCCl. The product is [F:1][C:2]1[CH:7]=[CH:6][C:5]([C:8]2[N:12]3[N:13]=[CH:14][C:15]([C:17]([F:18])([F:19])[F:20])=[N:16][C:11]3=[N:10][CH:9]=2)=[CH:4][C:3]=1[O:21][S:36]([C:39]([F:42])([F:41])[F:40])(=[O:38])=[O:37]. The yield is 1.00. (6) The reactants are [CH:1]([NH:3][C:4]1[CH:9]=[CH:8][C:7]([CH2:10][C:11]([O:13][CH3:14])=[O:12])=[CH:6][CH:5]=1)=O.CSC.B.CO. The catalyst is C1COCC1. The product is [CH3:1][NH:3][C:4]1[CH:5]=[CH:6][C:7]([CH2:10][C:11]([O:13][CH3:14])=[O:12])=[CH:8][CH:9]=1. The yield is 0.730.